From a dataset of Peptide-MHC class II binding affinity with 134,281 pairs from IEDB. Regression. Given a peptide amino acid sequence and an MHC pseudo amino acid sequence, predict their binding affinity value. This is MHC class II binding data. (1) The peptide sequence is AAATAGTTKYGAFAA. The MHC is HLA-DQA10401-DQB10402 with pseudo-sequence HLA-DQA10401-DQB10402. The binding affinity (normalized) is 0.299. (2) The peptide sequence is TKPEACSGEPVVVHI. The MHC is DRB1_1501 with pseudo-sequence DRB1_1501. The binding affinity (normalized) is 0. (3) The peptide sequence is AVDGRFAVPQILGDE. The MHC is DRB3_0202 with pseudo-sequence DRB3_0202. The binding affinity (normalized) is 0.0199. (4) The peptide sequence is AAATAGTWVYGAFAA. The MHC is HLA-DPA10103-DPB10401 with pseudo-sequence HLA-DPA10103-DPB10401. The binding affinity (normalized) is 0.414.